Dataset: NCI-60 drug combinations with 297,098 pairs across 59 cell lines. Task: Regression. Given two drug SMILES strings and cell line genomic features, predict the synergy score measuring deviation from expected non-interaction effect. Cell line: 786-0. Synergy scores: CSS=24.7, Synergy_ZIP=-1.50, Synergy_Bliss=-0.941, Synergy_Loewe=-22.5, Synergy_HSA=-0.892. Drug 2: CC1C(C(CC(O1)OC2CC(OC(C2O)C)OC3=CC4=CC5=C(C(=O)C(C(C5)C(C(=O)C(C(C)O)O)OC)OC6CC(C(C(O6)C)O)OC7CC(C(C(O7)C)O)OC8CC(C(C(O8)C)O)(C)O)C(=C4C(=C3C)O)O)O)O. Drug 1: CN1C(=O)N2C=NC(=C2N=N1)C(=O)N.